The task is: Predict the product of the given reaction.. This data is from Forward reaction prediction with 1.9M reactions from USPTO patents (1976-2016). (1) Given the reactants O[C:2]1C=CC=[C:8]2[C:3]=1[C:4](=[O:19])[C:5]([C:13]1[CH:18]=[CH:17][CH:16]=[CH:15][CH:14]=1)=[C:6](O)[O:7]2.Br[CH2:21][C:22]([C:24]1[CH:29]=[CH:28][C:27]([F:30])=[CH:26][CH:25]=1)=[O:23].[OH-:31].[K+].[CH3:33][C:34]([CH3:36])=[O:35], predict the reaction product. The product is: [F:30][C:27]1[CH:28]=[CH:29][C:24]([C:22](=[O:23])[CH2:21][O:35][C:34]2[CH:36]=[C:8]3[C:3]([C:4](=[O:19])[C:5]([C:13]4[CH:18]=[CH:17][C:16]([OH:31])=[CH:15][CH:14]=4)=[CH:6][O:7]3)=[CH:2][CH:33]=2)=[CH:25][CH:26]=1. (2) Given the reactants [Cl:1][C:2]1([CH2:8][C:9]([O:11]CC)=[O:10])[NH:6][C:5]([CH3:7])=[CH:4][S:3]1.[OH-].[Na+], predict the reaction product. The product is: [Cl:1][C:2]1([CH2:8][C:9]([OH:11])=[O:10])[NH:6][C:5]([CH3:7])=[CH:4][S:3]1. (3) Given the reactants C([N:8]1[CH2:13][CH2:12][N:11](CC2C=CC=CC=2)[CH2:10][C@@H:9]1[CH2:21][CH2:22][C:23]1[CH:28]=[CH:27][C:26]([Cl:29])=[CH:25][CH:24]=1)C1C=CC=CC=1.ClC(OC(Cl)C)=O, predict the reaction product. The product is: [Cl:29][C:26]1[CH:27]=[CH:28][C:23]([CH2:22][CH2:21][C@H:9]2[CH2:10][NH:11][CH2:12][CH2:13][NH:8]2)=[CH:24][CH:25]=1. (4) Given the reactants C[O-].[Na+].O1CCCC1.[CH:9]1([CH2:13][N:14]([CH2:33][CH3:34])[C:15]2[C:24]([CH2:25][NH:26][C:27]3[CH:31]=[C:30]([CH3:32])[O:29][N:28]=3)=[CH:23][C:22]3[C:17](=[CH:18][CH:19]=[CH:20][CH:21]=3)[N:16]=2)[CH2:12][CH2:11][CH2:10]1.[F:35][C:36]([F:50])([F:49])[C:37]1[CH:38]=[C:39]([CH:42]=[C:43]([C:45]([F:48])([F:47])[F:46])[CH:44]=1)[CH2:40]Br, predict the reaction product. The product is: [F:35][C:36]([F:49])([F:50])[C:37]1[CH:38]=[C:39]([CH:42]=[C:43]([C:45]([F:48])([F:46])[F:47])[CH:44]=1)[CH2:40][N:26]([CH2:25][C:24]1[C:15]([N:14]([CH2:13][CH:9]2[CH2:12][CH2:11][CH2:10]2)[CH2:33][CH3:34])=[N:16][C:17]2[C:22]([CH:23]=1)=[CH:21][CH:20]=[CH:19][CH:18]=2)[C:27]1[CH:31]=[C:30]([CH3:32])[O:29][N:28]=1. (5) Given the reactants [CH3:1][C:2]1[CH:10]=[C:9]([C:11]([F:14])([F:13])[F:12])[CH:8]=[CH:7][C:3]=1[C:4]([OH:6])=O.C[O:16][C:17](=[O:38])[CH2:18][CH2:19][C:20]1[CH:25]=[CH:24][C:23]([O:26][C:27]2[CH:32]=[C:31]([CH3:33])[CH:30]=[C:29]([C@H:34]([NH2:36])[CH3:35])[CH:28]=2)=[CH:22][C:21]=1[CH3:37], predict the reaction product. The product is: [CH3:37][C:21]1[CH:22]=[C:23]([O:26][C:27]2[CH:28]=[C:29]([C@H:34]([NH:36][C:4](=[O:6])[C:3]3[CH:7]=[CH:8][C:9]([C:11]([F:14])([F:13])[F:12])=[CH:10][C:2]=3[CH3:1])[CH3:35])[CH:30]=[C:31]([CH3:33])[CH:32]=2)[CH:24]=[CH:25][C:20]=1[CH2:19][CH2:18][C:17]([OH:38])=[O:16]. (6) Given the reactants [OH:1][C@H:2]1[CH2:11][CH2:10][C:5]2([O:9][CH2:8][CH2:7][O:6]2)[CH2:4][C@@H:3]1[NH:12][CH:13]1[CH2:18][CH2:17][N:16]([C:19]([O:21][CH2:22][C:23]2[CH:28]=[CH:27][CH:26]=[CH:25][CH:24]=2)=[O:20])[CH2:15][CH2:14]1.C(N(CC)C(C)C)(C)C.[Br:38][CH2:39][C:40](Cl)=[O:41].Cl, predict the reaction product. The product is: [Br:38][CH2:39][C:40]([N:12]([CH:13]1[CH2:18][CH2:17][N:16]([C:19]([O:21][CH2:22][C:23]2[CH:24]=[CH:25][CH:26]=[CH:27][CH:28]=2)=[O:20])[CH2:15][CH2:14]1)[C@@H:3]1[C@@H:2]([OH:1])[CH2:11][CH2:10][C:5]2([O:6][CH2:7][CH2:8][O:9]2)[CH2:4]1)=[O:41]. (7) Given the reactants [C@@H:1]1([N:10]2[CH:17]=[CH:16][C:14]([NH2:15])=[N:13][C:11]2=[O:12])[O:9][C@H:6]([CH2:7][OH:8])[C@@H:4]([OH:5])[C@H:2]1[OH:3].II.[I:20](O)(=O)=O, predict the reaction product. The product is: [I:20][C:16]1[C:14]([NH2:15])=[N:13][C:11](=[O:12])[N:10]([CH:17]=1)[C@@H:1]1[O:9][C@H:6]([CH2:7][OH:8])[C@@H:4]([OH:5])[C@H:2]1[OH:3]. (8) Given the reactants C(O)(C(F)(F)F)=O.[F:8][C:9]1([F:49])[O:13][C:12]2[CH:14]=[CH:15][C:16]([C:18]3([C:21]([NH:23][C:24]4[N:25]=[C:26]([C:34]5[CH:35]=[C:36]([CH:46]=[CH:47][CH:48]=5)[CH2:37][NH:38]C(=O)OC(C)(C)C)[C:27]5[C:32]([CH:33]=4)=[CH:31][CH:30]=[CH:29][CH:28]=5)=[O:22])[CH2:20][CH2:19]3)=[CH:17][C:11]=2[O:10]1, predict the reaction product. The product is: [NH2:38][CH2:37][C:36]1[CH:35]=[C:34]([C:26]2[C:27]3[C:32](=[CH:31][CH:30]=[CH:29][CH:28]=3)[CH:33]=[C:24]([NH:23][C:21]([C:18]3([C:16]4[CH:15]=[CH:14][C:12]5[O:13][C:9]([F:49])([F:8])[O:10][C:11]=5[CH:17]=4)[CH2:19][CH2:20]3)=[O:22])[N:25]=2)[CH:48]=[CH:47][CH:46]=1. (9) The product is: [F:1][C:2]1[C:7]([O:8][CH3:9])=[CH:6][CH:5]=[CH:4][C:3]=1[N:10]1[C:18](=[O:20])[C:17]2=[C:16]([CH3:23])[N:15]([C:24]3[CH:29]=[CH:28][C:27]([N+:30]([O-:32])=[O:31])=[CH:26][CH:25]=3)[N:14]=[C:13]2[NH:12][C:11]1=[O:33]. Given the reactants [F:1][C:2]1[C:7]([O:8][CH3:9])=[CH:6][CH:5]=[CH:4][C:3]=1[NH:10][C:11](=[O:33])[NH:12][C:13]1[C:17]([C:18]([O:20]CC)=O)=[C:16]([CH3:23])[N:15]([C:24]2[CH:29]=[CH:28][C:27]([N+:30]([O-:32])=[O:31])=[CH:26][CH:25]=2)[N:14]=1.C[O-].[Na+].Cl, predict the reaction product. (10) Given the reactants [CH3:1][O:2][C:3](=[O:22])[C@@H:4]([NH:14][C:15]([O:17]C(C)(C)C)=O)[CH2:5][C:6]1[CH:11]=[CH:10][C:9]([O:12][CH3:13])=[CH:8][CH:7]=1.C(O)(C(F)(F)F)=O.[CH2:30]([O:37][C:38]([NH:40][C:41]1(C(O)=O)[CH2:43][CH2:42]1)=[O:39])[C:31]1[CH:36]=[CH:35][CH:34]=[CH:33][CH:32]=1.CN(C(ON1N=NC2C=CC=NC1=2)=[N+](C)C)C.F[P-](F)(F)(F)(F)F.C(N(CC)C(C)C)(C)C, predict the reaction product. The product is: [CH3:1][O:2][C:3](=[O:22])[C@@H:4]([NH:14][C:15]([C:41]1([NH:40][C:38]([O:37][CH2:30][C:31]2[CH:36]=[CH:35][CH:34]=[CH:33][CH:32]=2)=[O:39])[CH2:42][CH2:43]1)=[O:17])[CH2:5][C:6]1[CH:7]=[CH:8][C:9]([O:12][CH3:13])=[CH:10][CH:11]=1.